This data is from Rat liver microsome stability data. The task is: Regression/Classification. Given a drug SMILES string, predict its absorption, distribution, metabolism, or excretion properties. Task type varies by dataset: regression for continuous measurements (e.g., permeability, clearance, half-life) or binary classification for categorical outcomes (e.g., BBB penetration, CYP inhibition). Dataset: rlm. (1) The molecule is CC1=C(C(=O)Nc2nncs2)C(c2[nH]ncc2Cl)NC(Nc2nc3ccccc3o2)=N1. The result is 0 (unstable in rat liver microsomes). (2) The molecule is CC(C)(CNC(=O)c1cccc(C(F)(F)F)c1)CN(C1=NS(=O)(=O)c2ccccc21)c1ccccc1. The result is 1 (stable in rat liver microsomes). (3) The compound is Cc1cc(C)nc(NC(=S)N2CCN(c3ccc(C(F)(F)F)cc3Cl)CC2)c1. The result is 0 (unstable in rat liver microsomes). (4) The molecule is C[C@H](Nc1nc(N)nc(N)c1C#N)c1nc2cccc(NCc3ccc(C(=O)NO)cc3)c2c(=O)n1-c1ccccc1. The result is 0 (unstable in rat liver microsomes).